This data is from Reaction yield outcomes from USPTO patents with 853,638 reactions. The task is: Predict the reaction yield, written as a fraction of the theoretical maximum amount of product (1.0 means a 100% yield; for example, 0.34 means a 34% yield). (1) The reactants are C(S[C:4]1[N:5]=[C:6]([C:23]([F:26])([F:25])[F:24])[S:7][C:8]=1[C:9]1[N:21]([CH3:22])[C:12]2[CH:13]=[N:14][C:15]([C:17]([F:20])([F:19])[F:18])=[CH:16][C:11]=2[N:10]=1)C.[CH:27]1C=C(Cl)C=C(C(OO)=O)[CH:28]=1.[S:38]([O-:41])([O-])=[O:39].[Na+].[Na+]. The catalyst is C(Cl)Cl.C(=O)(O)[O-].[Na+]. The product is [CH2:27]([S:38]([C:4]1[N:5]=[C:6]([C:23]([F:25])([F:26])[F:24])[S:7][C:8]=1[C:9]1[N:21]([CH3:22])[C:12]2[CH:13]=[N:14][C:15]([C:17]([F:19])([F:20])[F:18])=[CH:16][C:11]=2[N:10]=1)(=[O:41])=[O:39])[CH3:28]. The yield is 0.610. (2) The reactants are [CH3:1][CH:2]1[CH2:7][CH2:6][CH2:5][CH2:4][CH:3]1[C:8]([OH:10])=O.C(Cl)(=O)C([Cl:14])=O. The catalyst is C(Cl)Cl.CN(C=O)C. The product is [CH3:1][CH:2]1[CH2:7][CH2:6][CH2:5][CH2:4][CH:3]1[C:8]([Cl:14])=[O:10]. The yield is 0.970. (3) The reactants are [Cl-].[CH2:2]([N+:6]1[CH:11]=[CH:10][CH:9]=[C:8]([CH3:12])[CH:7]=1)[CH2:3][CH2:4][CH3:5].[C:13]([O-:22])(=[O:21])[CH2:14][CH2:15][CH2:16][CH2:17][CH2:18][CH2:19][CH3:20].[Na+]. The catalyst is O. The product is [C:13]([O-:22])(=[O:21])[CH2:14][CH2:15][CH2:16][CH2:17][CH2:18][CH2:19][CH3:20].[CH2:2]([N+:6]1[CH:11]=[CH:10][CH:9]=[C:8]([CH3:12])[CH:7]=1)[CH2:3][CH2:4][CH3:5]. The yield is 0.960. (4) The catalyst is C(OCC)(=O)C.O. The yield is 0.500. The reactants are [Cl:1][C:2]1[C:3]([N:8]2[CH2:13][CH2:12][N:11]([CH2:14][CH2:15][N:16]([CH3:26])[S:17]([C:20]3[CH:21]=[N:22][N:23]([CH3:25])[CH:24]=3)(=[O:19])=[O:18])[CH2:10][CH2:9]2)=[N:4][CH:5]=[CH:6][N:7]=1.C(N[C:31]1[CH:36]=[CH:35][C:34](B(O)O)=[CH:33][CH:32]=1)(=O)C.C(=O)([O-])[O-].[K+].[K+].CC(C)=O.[CH3:50][C:51]([N:53](C)[CH3:54])=[O:52].O. The product is [ClH:1].[CH3:26][N:16]([S:17]([C:20]1[CH:21]=[N:22][N:23]([CH3:25])[CH:24]=1)(=[O:19])=[O:18])[CH2:15][CH2:14][N:11]1[CH2:12][CH2:13][N:8]([C:3]2[C:2]([C:31]3[CH:32]=[CH:33][C:34]([CH2:54][NH:53][C:51](=[O:52])[CH3:50])=[CH:35][CH:36]=3)=[N:7][CH:6]=[CH:5][N:4]=2)[CH2:9][CH2:10]1. (5) The reactants are [C:1]([C:5]1[CH:6]=[C:7]([N:15]2[C:19]([CH:20]([CH:22]3[CH2:27][CH2:26][CH2:25][CH2:24][CH2:23]3)[OH:21])=[C:18]([CH3:28])[C:17]([C:29]([O:31][CH2:32][CH3:33])=[O:30])=[CH:16]2)[CH:8]=[C:9]([C:11]2([CH3:14])[CH2:13][CH2:12]2)[CH:10]=1)([CH3:4])([CH3:3])[CH3:2].[H-].[Na+].[CH3:36]I. The catalyst is C1COCC1. The product is [C:1]([C:5]1[CH:6]=[C:7]([N:15]2[C:19]([CH:20]([CH:22]3[CH2:23][CH2:24][CH2:25][CH2:26][CH2:27]3)[O:21][CH3:36])=[C:18]([CH3:28])[C:17]([C:29]([O:31][CH2:32][CH3:33])=[O:30])=[CH:16]2)[CH:8]=[C:9]([C:11]2([CH3:14])[CH2:13][CH2:12]2)[CH:10]=1)([CH3:2])([CH3:3])[CH3:4]. The yield is 0.600. (6) The reactants are [CH3:1][O:2][C:3](=[O:40])[C:4]1[CH:9]=[CH:8][C:7]([O:10][CH2:11][CH2:12][C:13]2[C:21]3[C:16](=[CH:17][CH:18]=[C:19]([Cl:22])[CH:20]=3)[N:15]([CH:23]([C:30]3[CH:35]=[CH:34][CH:33]=[CH:32][CH:31]=3)[C:24]3[CH:29]=[CH:28][CH:27]=[CH:26][CH:25]=3)[C:14]=2[CH2:36][CH2:37][CH2:38]O)=[CH:6][CH:5]=1.C1(P(C2C=CC=CC=2)C2C=CC=CC=2)C=CC=CC=1.C(Br)(Br)(Br)[Br:61]. The product is [CH3:1][O:2][C:3](=[O:40])[C:4]1[CH:9]=[CH:8][C:7]([O:10][CH2:11][CH2:12][C:13]2[C:21]3[C:16](=[CH:17][CH:18]=[C:19]([Cl:22])[CH:20]=3)[N:15]([CH:23]([C:30]3[CH:35]=[CH:34][CH:33]=[CH:32][CH:31]=3)[C:24]3[CH:29]=[CH:28][CH:27]=[CH:26][CH:25]=3)[C:14]=2[CH2:36][CH2:37][CH2:38][Br:61])=[CH:6][CH:5]=1. The catalyst is C(Cl)Cl. The yield is 0.860. (7) The reactants are Cl[C:2]1[C:11]2[C:6](=[CH:7][C:8]([O:14][CH3:15])=[C:9]([O:12][CH3:13])[CH:10]=2)[N:5]=[CH:4][CH:3]=1.[F:16][C:17]1[CH:18]=[C:19]([C:24]2[C:25](=[O:41])[N:26]([CH2:30][C:31]3[CH:36]=[CH:35][C:34]([C:37]([F:40])([F:39])[F:38])=[CH:33][CH:32]=3)[CH:27]=[N:28][CH:29]=2)[CH:20]=[CH:21][C:22]=1[OH:23]. No catalyst specified. The product is [CH3:13][O:12][C:9]1[CH:10]=[C:11]2[C:6](=[CH:7][C:8]=1[O:14][CH3:15])[N:5]=[CH:4][CH:3]=[C:2]2[O:23][C:22]1[CH:21]=[CH:20][C:19]([C:24]2[C:25](=[O:41])[N:26]([CH2:30][C:31]3[CH:32]=[CH:33][C:34]([C:37]([F:39])([F:40])[F:38])=[CH:35][CH:36]=3)[CH:27]=[N:28][CH:29]=2)=[CH:18][C:17]=1[F:16]. The yield is 0.310. (8) The reactants are C(N1CCN(C2C=CC([NH:20][C:21]3[C:26]([F:27])=[CH:25][N:24]=[C:23](Cl)[N:22]=3)=CC=2)CC1)C1C=CC=CC=1.[CH2:29]1[CH2:39][O:38][C:37]2[CH:36]=[CH:35][C:33]([NH2:34])=[CH:32][C:31]=2[O:30]1. No catalyst specified. The product is [CH2:29]1[CH2:39][O:38][C:37]2[CH:36]=[CH:35][C:33]([NH:34][C:23]3[N:22]=[C:21]([NH2:20])[C:26]([F:27])=[CH:25][N:24]=3)=[CH:32][C:31]=2[O:30]1. The yield is 0.630.